The task is: Predict the product of the given reaction.. This data is from Forward reaction prediction with 1.9M reactions from USPTO patents (1976-2016). (1) Given the reactants Cl.[NH:2]1[CH2:7][CH2:6][CH:5]([NH:8][C:9]2[O:10][C:11]3[CH:17]=[CH:16][C:15]([O:18][CH2:19][C:20]4[NH:24][N:23]=[N:22][N:21]=4)=[CH:14][C:12]=3[N:13]=2)[CH2:4][CH2:3]1.[CH2:25]([O:27][C:28]1[CH:29]=[C:30]([CH:33]=[C:34]([O:41][CH2:42][CH3:43])[C:35]=1[N:36]1[CH:40]=[CH:39][CH:38]=[CH:37]1)[CH:31]=O)[CH3:26].C([BH3-])#N.[Na+].C(N(C(C)C)C(C)C)C, predict the reaction product. The product is: [CH2:25]([O:27][C:28]1[CH:29]=[C:30]([CH:33]=[C:34]([O:41][CH2:42][CH3:43])[C:35]=1[N:36]1[CH:40]=[CH:39][CH:38]=[CH:37]1)[CH2:31][N:2]1[CH2:7][CH2:6][CH:5]([NH:8][C:9]2[O:10][C:11]3[CH:17]=[CH:16][C:15]([O:18][CH2:19][C:20]4[NH:24][N:23]=[N:22][N:21]=4)=[CH:14][C:12]=3[N:13]=2)[CH2:4][CH2:3]1)[CH3:26]. (2) Given the reactants [CH2:1]([N:5]([CH2:37][CH2:38][CH2:39][CH3:40])[C:6]1[N:11]=[C:10]([C:12]2[CH:20]=[CH:19][C:18]([C:21](=[O:36])[NH:22][S:23]([C:26]3[CH:35]=[CH:34][C:33]4[C:28](=[CH:29][CH:30]=[CH:31][CH:32]=4)[CH:27]=3)(=[O:25])=[O:24])=[CH:17][C:13]=2[C:14](O)=[O:15])[CH:9]=[CH:8][N:7]=1)[CH2:2][CH2:3][CH3:4].[N:41]([CH2:44][C@@H:45]1[CH2:54][C:53]2[C:48](=[CH:49][CH:50]=[CH:51][CH:52]=2)[CH2:47][NH:46]1)=[N+]=[N-].C1C=CC(P(C2C=CC=CC=2)C2C=CC=CC=2)=CC=1.[OH-].[Na+].Cl, predict the reaction product. The product is: [NH2:41][CH2:44][C@@H:45]1[CH2:54][C:53]2[C:48](=[CH:49][CH:50]=[CH:51][CH:52]=2)[CH2:47][N:46]1[C:14]([C:13]1[CH:17]=[C:18]([CH:19]=[CH:20][C:12]=1[C:10]1[CH:9]=[CH:8][N:7]=[C:6]([N:5]([CH2:37][CH2:38][CH2:39][CH3:40])[CH2:1][CH2:2][CH2:3][CH3:4])[N:11]=1)[C:21]([NH:22][S:23]([C:26]1[CH:35]=[CH:34][C:33]2[C:28](=[CH:29][CH:30]=[CH:31][CH:32]=2)[CH:27]=1)(=[O:25])=[O:24])=[O:36])=[O:15]. (3) The product is: [OH:2][C:3]1[CH:17]=[CH:16][C:6]2[C:7]3[CH:13]=[C:12]([C:14]#[N:15])[CH:11]=[CH:10][C:8]=3[O:9][C:5]=2[CH:4]=1. Given the reactants C[O:2][C:3]1[CH:17]=[CH:16][C:6]2[C:7]3[CH:13]=[C:12]([C:14]#[N:15])[CH:11]=[CH:10][C:8]=3[O:9][C:5]=2[CH:4]=1.Cl.N1C=CC=CC=1.[OH-].[Na+], predict the reaction product. (4) Given the reactants [OH:1][CH2:2][CH2:3][N:4]([CH2:23][CH2:24][OH:25])[C:5]1[CH:10]=[CH:9][C:8]([C:11]2[NH:12][C:13]3[CH:19]=[C:18]([C:20]([OH:22])=O)[CH:17]=[CH:16][C:14]=3[N:15]=2)=[CH:7][CH:6]=1.[C:26]1([NH2:33])[CH:31]=[CH:30][C:29]([NH2:32])=[CH:28][CH:27]=1, predict the reaction product. The product is: [C:26]1([NH:33][C:20]([C:18]2[CH:17]=[CH:16][C:14]3[NH:15][C:11]([C:8]4[CH:7]=[CH:6][C:5]([N:4]([CH2:3][CH2:2][OH:1])[CH2:23][CH2:24][OH:25])=[CH:10][CH:9]=4)=[N:12][C:13]=3[CH:19]=2)=[O:22])[CH:31]=[CH:30][C:29]([NH:32][C:20]([C:18]2[CH:17]=[CH:16][C:14]3[NH:15][C:11]([C:8]4[CH:7]=[CH:6][C:5]([N:4]([CH2:3][CH2:2][OH:1])[CH2:23][CH2:24][OH:25])=[CH:10][CH:9]=4)=[N:12][C:13]=3[CH:19]=2)=[O:22])=[CH:28][CH:27]=1. (5) Given the reactants Cl[C:2]1[C:7]([CH:8]([CH2:13][CH2:14][CH3:15])[C:9]([O:11][CH3:12])=[O:10])=[C:6]([CH3:16])[N:5]=[C:4]([C:17]2[CH:22]=[CH:21][CH:20]=[CH:19][CH:18]=2)[N:3]=1.C(N(CC)C(C)C)(C)C.[CH3:32][N:33]1[C:41]2[C:36](=[CH:37][CH:38]=[C:39](B3OC(C)(C)C(C)(C)O3)[CH:40]=2)[CH:35]=[CH:34]1, predict the reaction product. The product is: [CH3:16][C:6]1[C:7]([CH:8]([CH2:13][CH2:14][CH3:15])[C:9]([O:11][CH3:12])=[O:10])=[C:2]([C:39]2[CH:40]=[C:41]3[C:36]([CH:35]=[CH:34][N:33]3[CH3:32])=[CH:37][CH:38]=2)[N:3]=[C:4]([C:17]2[CH:22]=[CH:21][CH:20]=[CH:19][CH:18]=2)[N:5]=1. (6) Given the reactants [C:1]([O:5][C:6]([N:8]1[CH2:13][CH2:12][C:11]2([CH2:18][CH2:17][C:16](=O)[CH2:15][CH2:14]2)[CH2:10][CH2:9]1)=[O:7])([CH3:4])([CH3:3])[CH3:2].[CH2:20]([NH2:27])[C:21]1[CH:26]=[CH:25][CH:24]=[CH:23][CH:22]=1.CC(O)=O.C(O[BH-](OC(=O)C)OC(=O)C)(=O)C.[Na+].[OH-].[Na+], predict the reaction product. The product is: [C:1]([O:5][C:6]([N:8]1[CH2:13][CH2:12][C:11]2([CH2:18][CH2:17][CH:16]([NH:27][CH2:20][C:21]3[CH:26]=[CH:25][CH:24]=[CH:23][CH:22]=3)[CH2:15][CH2:14]2)[CH2:10][CH2:9]1)=[O:7])([CH3:4])([CH3:3])[CH3:2].